Dataset: Catalyst prediction with 721,799 reactions and 888 catalyst types from USPTO. Task: Predict which catalyst facilitates the given reaction. (1) Reactant: [F:1][C:2]1[CH:3]=[C:4]([CH:8]=[C:9]([F:12])[C:10]=1[F:11])[C:5]([OH:7])=O.Cl.C(N=C=NCCCN(C)C)C.ClCCl.[CH2:28]([NH:30][CH2:31][CH3:32])[CH3:29]. Product: [CH2:28]([N:30]([CH2:31][CH3:32])[C:5](=[O:7])[C:4]1[CH:8]=[C:9]([F:12])[C:10]([F:11])=[C:2]([F:1])[CH:3]=1)[CH3:29]. The catalyst class is: 777. (2) Reactant: [F:1][C:2]1[CH:21]=[CH:20][C:5]([CH2:6][NH:7][C:8](=[O:19])[C:9]2[C:14]([OH:15])=[C:13]([O:16][CH3:17])[C:12]([CH3:18])=[N:11][CH:10]=2)=[CH:4][CH:3]=1.[CH2:22](O)[C:23]1[CH:28]=[CH:27][CH:26]=[CH:25][CH:24]=1.C(P(CCCC)CCCC)CCC.N(C(OC(C)C)=O)=NC(OC(C)C)=O.C1(C)C=CC=CC=1. Product: [CH2:22]([O:15][C:14]1[C:9]([C:8]([NH:7][CH2:6][C:5]2[CH:4]=[CH:3][C:2]([F:1])=[CH:21][CH:20]=2)=[O:19])=[CH:10][N:11]=[C:12]([CH3:18])[C:13]=1[O:16][CH3:17])[C:23]1[CH:28]=[CH:27][CH:26]=[CH:25][CH:24]=1. The catalyst class is: 7. (3) Reactant: [C:1]([C:3]([C:6]1[CH:7]=[C:8]([CH:22]=[CH:23][CH:24]=1)[C:9]([NH:11][C:12]1[CH:13]=[CH:14][C:15]([CH3:21])=[C:16]([CH:20]=1)[C:17]([O-:19])=[O:18])=[O:10])([CH3:5])[CH3:4])#[N:2].[OH-].[Li+].Cl. Product: [C:1]([C:3]([C:6]1[CH:7]=[C:8]([CH:22]=[CH:23][CH:24]=1)[C:9]([NH:11][C:12]1[CH:13]=[CH:14][C:15]([CH3:21])=[C:16]([CH:20]=1)[C:17]([OH:19])=[O:18])=[O:10])([CH3:5])[CH3:4])#[N:2]. The catalyst class is: 20.